From a dataset of Catalyst prediction with 721,799 reactions and 888 catalyst types from USPTO. Predict which catalyst facilitates the given reaction. (1) Reactant: [CH3:1][C:2]1[CH:3]=[CH:4][C:5]2[O:10][CH2:9][C:8](=[O:11])[NH:7][C:6]=2[CH:12]=1.[H-].[Na+].CS(O[CH2:20][CH2:21][N:22]1[CH2:27][CH2:26][CH:25]([NH:28][C:29]([O:31][C:32]([CH3:35])([CH3:34])[CH3:33])=[O:30])[CH2:24][CH2:23]1)(=O)=O.C(OC(=O)NC1CCN(CCN2C3C(=CC=C(OC)C=3)C=CC2=O)CC1)(C)(C)C. Product: [C:32]([O:31][C:29](=[O:30])[NH:28][CH:25]1[CH2:26][CH2:27][N:22]([CH2:21][CH2:20][N:7]2[C:6]3[CH:12]=[C:2]([CH3:1])[CH:3]=[CH:4][C:5]=3[O:10][CH2:9][C:8]2=[O:11])[CH2:23][CH2:24]1)([CH3:35])([CH3:34])[CH3:33]. The catalyst class is: 98. (2) Product: [ClH:1].[CH3:7][O:8][C:9]1[CH:10]=[C:11]2[C:16](=[CH:17][CH:18]=1)[C:15]([O:19][C:20]1[CH:21]=[CH:22][C:23]([O:26][CH2:27][CH2:28][N:29]3[CH2:34][CH2:33][CH2:32][CH2:31][CH2:30]3)=[CH:24][CH:25]=1)=[C:14]([C:35]1[C:36]([C:40]#[N:41])=[CH:37][S:38][CH:39]=1)[CH:13]=[CH:12]2. The catalyst class is: 4. Reactant: [ClH:1].CCOCC.[CH3:7][O:8][C:9]1[CH:10]=[C:11]2[C:16](=[CH:17][CH:18]=1)[C:15]([O:19][C:20]1[CH:25]=[CH:24][C:23]([O:26][CH2:27][CH2:28][N:29]3[CH2:34][CH2:33][CH2:32][CH2:31][CH2:30]3)=[CH:22][CH:21]=1)=[C:14]([C:35]1[C:36]([C:40]#[N:41])=[CH:37][S:38][CH:39]=1)[CH:13]=[CH:12]2. (3) Reactant: [C:1]([O:6][CH3:7])(=[O:5])/[CH:2]=[CH:3]/[CH3:4].[O:8]=[N+:9]([O-:12])[O-:10].[O-:12][N+:9](=[O:8])[O-:10].[O-:10][N+:9](=[O:8])[O-:12].[O-:10][N+:9](=[O:8])[O-:12].[O-:10][N+:9](=[O:8])[O-:12].[O-:10][N+:9](=[O:8])[O-:12].[Ce+4].[NH4+].[NH4+].N([O-])=O.[Na+].O. Product: [OH:12][CH:2]([CH:3]([N+:9]([O-:10])=[O:8])[CH3:4])[C:1]([O:6][CH3:7])=[O:5]. The catalyst class is: 23. (4) Reactant: C[O:2][C:3]([C:5]1[C:13]2[N:12]=[C:11]([C:14]3[CH:19]=[CH:18][C:17]([Cl:20])=[CH:16][CH:15]=3)[NH:10][C:9]=2[C:8]([O:21]C)=[CH:7][CH:6]=1)=[O:4].[Cl-].[Al+3].[Cl-].[Cl-].Cl. Product: [Cl:20][C:17]1[CH:16]=[CH:15][C:14]([C:11]2[NH:10][C:9]3[C:8]([OH:21])=[CH:7][CH:6]=[C:5]([C:3]([OH:4])=[O:2])[C:13]=3[N:12]=2)=[CH:19][CH:18]=1. The catalyst class is: 11. (5) Reactant: [Br:1][C:2]1[CH:7]=[CH:6][C:5]([C@@H:8]2[O:13][CH2:12][CH2:11][N:10]([C@@H](C3C=CC=CC=3)C)[CH2:9]2)=[CH:4][CH:3]=1.[Cl:22]C(OC(Cl)C)=O. Product: [ClH:22].[Br:1][C:2]1[CH:3]=[CH:4][C:5]([C@@H:8]2[O:13][CH2:12][CH2:11][NH:10][CH2:9]2)=[CH:6][CH:7]=1. The catalyst class is: 26.